Dataset: NCI-60 drug combinations with 297,098 pairs across 59 cell lines. Task: Regression. Given two drug SMILES strings and cell line genomic features, predict the synergy score measuring deviation from expected non-interaction effect. (1) Drug 1: CCC1(CC2CC(C3=C(CCN(C2)C1)C4=CC=CC=C4N3)(C5=C(C=C6C(=C5)C78CCN9C7C(C=CC9)(C(C(C8N6C)(C(=O)OC)O)OC(=O)C)CC)OC)C(=O)OC)O.OS(=O)(=O)O. Drug 2: C1CC(=O)NC(=O)C1N2C(=O)C3=CC=CC=C3C2=O. Cell line: TK-10. Synergy scores: CSS=4.69, Synergy_ZIP=-1.72, Synergy_Bliss=-3.66, Synergy_Loewe=-2.19, Synergy_HSA=-3.35. (2) Drug 1: C1=NC2=C(N1)C(=S)N=C(N2)N. Synergy scores: CSS=41.3, Synergy_ZIP=8.74, Synergy_Bliss=8.73, Synergy_Loewe=11.2, Synergy_HSA=12.5. Drug 2: C(CC(=O)O)C(=O)CN.Cl. Cell line: EKVX. (3) Drug 1: CC12CCC3C(C1CCC2=O)CC(=C)C4=CC(=O)C=CC34C. Drug 2: CC(C)CN1C=NC2=C1C3=CC=CC=C3N=C2N. Cell line: 786-0. Synergy scores: CSS=30.0, Synergy_ZIP=1.42, Synergy_Bliss=1.39, Synergy_Loewe=0.583, Synergy_HSA=0.0512. (4) Drug 1: CC1=C(C(CCC1)(C)C)C=CC(=CC=CC(=CC(=O)O)C)C. Drug 2: C1=NC2=C(N=C(N=C2N1C3C(C(C(O3)CO)O)F)Cl)N. Cell line: DU-145. Synergy scores: CSS=-5.80, Synergy_ZIP=1.44, Synergy_Bliss=1.16, Synergy_Loewe=-9.26, Synergy_HSA=-5.32. (5) Drug 1: B(C(CC(C)C)NC(=O)C(CC1=CC=CC=C1)NC(=O)C2=NC=CN=C2)(O)O. Drug 2: CC1C(C(CC(O1)OC2CC(CC3=C2C(=C4C(=C3O)C(=O)C5=C(C4=O)C(=CC=C5)OC)O)(C(=O)CO)O)N)O.Cl. Cell line: HOP-92. Synergy scores: CSS=65.0, Synergy_ZIP=-2.87, Synergy_Bliss=-3.62, Synergy_Loewe=1.86, Synergy_HSA=3.24. (6) Drug 1: C1CCC(C1)C(CC#N)N2C=C(C=N2)C3=C4C=CNC4=NC=N3. Drug 2: C(CN)CNCCSP(=O)(O)O. Cell line: PC-3. Synergy scores: CSS=-3.70, Synergy_ZIP=0.765, Synergy_Bliss=-0.990, Synergy_Loewe=-2.32, Synergy_HSA=-2.63.